From a dataset of Forward reaction prediction with 1.9M reactions from USPTO patents (1976-2016). Predict the product of the given reaction. (1) Given the reactants [OH-].[Na+].[C:3](=[O:10])([O:5][C:6]([CH3:9])([CH3:8])[CH3:7])[NH2:4].Cl[O:12][C:13](C)(C)[CH3:14].CC[C@@H]1[C@@H]2[CH2:54][C@H:53]([C@@H:52](OC3C4C(=CC=CC=4)C(O[C@@H:52]([C:63]4C=CN=[C:69]5[C:64]=4[CH:65]=[C:66]([O:73][CH3:74])[CH:67]=[CH:68]5)[C@@H:53]4N5C[C@H](CC)[C@@H](CC5)[CH2:54]4)=NN=3)[C:63]3C=CN=[C:69]4[C:64]=3[CH:65]=[C:66]([O:73][CH3:74])[CH:67]=[CH:68]4)N(CC2)C1.COC1C=CC2C(=CC(C=C)=CC=2)C=1, predict the reaction product. The product is: [C:6]([O:5][C:3](=[O:10])[NH:4][C@H:14]([C:52]1[CH:53]=[CH:54][C:69]2[C:64](=[CH:65][C:66]([O:73][CH3:74])=[CH:67][CH:68]=2)[CH:63]=1)[CH2:13][OH:12])([CH3:9])([CH3:8])[CH3:7]. (2) Given the reactants [O:1]1[C:10]2[C:5](=[CH:6][CH:7]=[CH:8][CH:9]=2)[CH:4]([O:11][C:12]2[C:20]3[N:19]=[C:18]([CH3:21])[N:17]([CH3:22])[C:16]=3[CH:15]=[C:14]([C:23]([O:25]C)=[O:24])[CH:13]=2)[CH2:3][CH2:2]1.CO.[OH-].[Li+], predict the reaction product. The product is: [O:1]1[C:10]2[C:5](=[CH:6][CH:7]=[CH:8][CH:9]=2)[CH:4]([O:11][C:12]2[C:20]3[N:19]=[C:18]([CH3:21])[N:17]([CH3:22])[C:16]=3[CH:15]=[C:14]([C:23]([OH:25])=[O:24])[CH:13]=2)[CH2:3][CH2:2]1. (3) The product is: [Cl:1][C:2]1[N:7]=[CH:6][C:5]2[C:8]([C:14]([OH:16])=[O:15])=[N:9][N:10]([CH:11]([CH3:12])[CH3:13])[C:4]=2[CH:3]=1. Given the reactants [Cl:1][C:2]1[N:7]=[CH:6][C:5]2[C:8]([C:14]([O:16]C)=[O:15])=[N:9][N:10]([CH:11]([CH3:13])[CH3:12])[C:4]=2[CH:3]=1.[OH-].C[Sn+](C)C, predict the reaction product. (4) Given the reactants [F:1][C:2]1[CH:3]=[C:4]([NH:26][C:27]([NH:29][C:30](=[O:39])[CH2:31][C:32]2[CH:37]=[CH:36][C:35]([F:38])=[CH:34][CH:33]=2)=[S:28])[CH:5]=[CH:6][C:7]=1[O:8][C:9]1[CH:14]=[CH:13][N:12]=[C:11]2[CH:15]=[C:16]([C:18]3[CH:23]=[CH:22][C:21]([CH:24]=[O:25])=[CH:20][N:19]=3)[S:17][C:10]=12.[CH3:40][O:41][CH2:42][CH2:43]N.CC(O)=O.[BH-](OC(C)=O)(OC(C)=O)OC(C)=O.[Na+], predict the reaction product. The product is: [F:1][C:2]1[CH:3]=[C:4]([NH:26][C:27]([NH:29][C:30](=[O:39])[CH2:31][C:32]2[CH:33]=[CH:34][C:35]([F:38])=[CH:36][CH:37]=2)=[S:28])[CH:5]=[CH:6][C:7]=1[O:8][C:9]1[CH:14]=[CH:13][N:12]=[C:11]2[CH:15]=[C:16]([C:18]3[CH:23]=[CH:22][C:21]([CH2:24][O:25][CH2:43][CH2:42][O:41][CH3:40])=[CH:20][N:19]=3)[S:17][C:10]=12. (5) The product is: [CH3:1][O:2][C:3]1[CH:8]=[CH:7][CH:6]=[C:5]2[C:4]=1[CH:12]=[C:13]([CH2:14][C:15]([O:17][CH2:18][CH3:19])=[O:16])[NH:9]2. Given the reactants [CH3:1][O:2][C:3]1[CH:8]=[CH:7][CH:6]=[C:5]([N+:9]([O-])=O)[C:4]=1[CH2:12][C:13](=O)[CH2:14][C:15]([O:17][CH2:18][CH3:19])=[O:16].N#N.C([O-])=O.[NH4+], predict the reaction product. (6) Given the reactants [Cl:1][C:2]1[CH:3]=[C:4]([C@H:8]([O:18][CH2:19][CH2:20][NH:21][C:22]([O:24][CH3:25])=[O:23])[C:9]2[CH:10]=[C:11]([CH:15]=[CH:16][CH:17]=2)[C:12]([OH:14])=O)[CH:5]=[CH:6][CH:7]=1.C(N(CC)C(C)C)(C)C.[NH2:35][CH2:36][C@@H:37]([N:45]([CH3:53])[C:46](=[O:52])[O:47][C:48]([CH3:51])([CH3:50])[CH3:49])[CH2:38][C@H:39]1[CH2:44][CH2:43][CH2:42][O:41][CH2:40]1.C1CN([P+](ON2N=NC3C=CC=CC2=3)(N2CCCC2)N2CCCC2)CC1.F[P-](F)(F)(F)(F)F, predict the reaction product. The product is: [Cl:1][C:2]1[CH:3]=[C:4]([C@@H:8]([C:9]2[CH:17]=[CH:16][CH:15]=[C:11]([C:12]([NH:35][CH2:36][C@@H:37]([N:45]([C:46]([O:47][C:48]([CH3:51])([CH3:50])[CH3:49])=[O:52])[CH3:53])[CH2:38][C@H:39]3[CH2:44][CH2:43][CH2:42][O:41][CH2:40]3)=[O:14])[CH:10]=2)[O:18][CH2:19][CH2:20][NH:21][C:22](=[O:23])[O:24][CH3:25])[CH:5]=[CH:6][CH:7]=1. (7) Given the reactants F[C:2]1[C:3]([C@H:8]2[CH2:13][CH2:12][CH2:11][C@H:10]([OH:14])[CH2:9]2)=[N:4][CH:5]=[CH:6][N:7]=1.[N:15]1[CH:20]=[CH:19][CH:18]=[CH:17][C:16]=1[NH:21][C:22]1[CH:27]=[CH:26][C:25]([OH:28])=[CH:24][CH:23]=1.C(=O)([O-])[O-].[Cs+].[Cs+], predict the reaction product. The product is: [N:15]1[CH:20]=[CH:19][CH:18]=[CH:17][C:16]=1[NH:21][C:22]1[CH:27]=[CH:26][C:25]([O:28][C:2]2[C:3]([C@H:8]3[CH2:13][CH2:12][CH2:11][C@H:10]([OH:14])[CH2:9]3)=[N:4][CH:5]=[CH:6][N:7]=2)=[CH:24][CH:23]=1.